From a dataset of Forward reaction prediction with 1.9M reactions from USPTO patents (1976-2016). Predict the product of the given reaction. Given the reactants [F:1][C:2]1[CH:7]=[CH:6][C:5]([CH2:8][CH2:9][N:10]([CH3:24])[S:11]([C:14]2[CH:18]=[C:17]([C:19](=O)[CH:20]([CH3:22])[CH3:21])[S:16][CH:15]=2)(=[O:13])=[O:12])=[CH:4][CH:3]=1.Cl.[NH2:26][OH:27].C([O-])(=O)C.[Na+], predict the reaction product. The product is: [F:1][C:2]1[CH:7]=[CH:6][C:5]([CH2:8][CH2:9][N:10]([CH3:24])[S:11]([C:14]2[CH:18]=[C:17]([C:19](=[N:26][OH:27])[CH:20]([CH3:22])[CH3:21])[S:16][CH:15]=2)(=[O:13])=[O:12])=[CH:4][CH:3]=1.